This data is from Catalyst prediction with 721,799 reactions and 888 catalyst types from USPTO. The task is: Predict which catalyst facilitates the given reaction. (1) Reactant: [N+:1]([C:4]1[CH:9]=[C:8]([N+:10]([O-:12])=[O:11])[CH:7]=[CH:6][C:5]=1[CH2:13][CH2:14][OH:15])([O-:3])=[O:2].[F:16][C:17]([F:44])([O:29][C:30]1[CH:35]=[CH:34][C:33]([O:36][CH2:37][CH2:38][CH2:39][C:40]([F:43])([F:42])[F:41])=[CH:32][CH:31]=1)[C:18]1[CH:23]=[CH:22][C:21](/[CH:24]=[CH:25]/[C:26](O)=[O:27])=[CH:20][CH:19]=1.Cl.CN(C)CCCN=C=NCC. Product: [F:16][C:17]([F:44])([O:29][C:30]1[CH:35]=[CH:34][C:33]([O:36][CH2:37][CH2:38][CH2:39][C:40]([F:42])([F:41])[F:43])=[CH:32][CH:31]=1)[C:18]1[CH:23]=[CH:22][C:21](/[CH:24]=[CH:25]/[C:26]([O:15][CH2:14][CH2:13][C:5]2[CH:6]=[CH:7][C:8]([N+:10]([O-:12])=[O:11])=[CH:9][C:4]=2[N+:1]([O-:3])=[O:2])=[O:27])=[CH:20][CH:19]=1. The catalyst class is: 119. (2) Reactant: [CH3:1][C:2]([C:5]1[CH:6]=[CH:7][C:8]([S:11]([NH:14][C:15]2[C:16]([O:31][C:32]3[CH:33]=[CH:34][CH:35]=[CH:36][C:37]=3[O:38][CH3:39])=[C:17]([O:27][CH2:28][CH2:29][OH:30])[N:18]=[C:19]([C:21]3[N:22]=[CH:23][CH:24]=[CH:25][N:26]=3)[N:20]=2)(=[O:13])=[O:12])=[CH:9][CH:10]=1)([CH3:4])[CH3:3].ClCCl.Cl. Product: [CH3:4][C:2]([C:5]1[CH:6]=[CH:7][C:8]([S:11]([NH:14][C:15]2[N:20]=[C:19]([C:21]3[N:22]=[CH:23][CH:24]=[CH:25][N:26]=3)[N:18]=[C:17]([O:27][CH2:28][CH2:29][OH:30])[C:16]=2[O:31][C:32]2[C:37]([O:38][CH3:39])=[CH:36][CH:35]=[CH:34][CH:33]=2)(=[O:12])=[O:13])=[CH:9][CH:10]=1)([CH3:1])[CH3:3].[OH2:12]. The catalyst class is: 97. (3) Reactant: Br[C:2]1[CH:3]=[C:4]2[C:8](=[C:9]([C:11]([NH2:13])=[O:12])[CH:10]=1)[NH:7][CH:6]=[C:5]2[CH:14]1[CH2:19][CH2:18][N:17]([S:20]([CH2:23][CH3:24])(=[O:22])=[O:21])[CH2:16][CH2:15]1.[OH:25][CH2:26][C:27]1[S:31][C:30](B(O)O)=[CH:29][CH:28]=1.C(=O)([O-])[O-].[K+].[K+].CCOC(C)=O.O. Product: [CH2:23]([S:20]([N:17]1[CH2:18][CH2:19][CH:14]([C:5]2[C:4]3[C:8](=[C:9]([C:11]([NH2:13])=[O:12])[CH:10]=[C:2]([C:30]4[S:31][C:27]([CH2:26][OH:25])=[CH:28][CH:29]=4)[CH:3]=3)[NH:7][CH:6]=2)[CH2:15][CH2:16]1)(=[O:22])=[O:21])[CH3:24]. The catalyst class is: 70. (4) Reactant: [C:1]1([C:7]2[N:8]=[N:9][CH:10]=[C:11]([C:21]3[CH:26]=[CH:25][CH:24]=[CH:23][CH:22]=3)[C:12]=2[C:13]2[O:14][CH:15]=[C:16]([C:18](=[O:20])[CH3:19])[N:17]=2)[CH:6]=[CH:5][CH:4]=[CH:3][CH:2]=1.[BH4-].[Na+]. Product: [C:1]1([C:7]2[N:8]=[N:9][CH:10]=[C:11]([C:21]3[CH:22]=[CH:23][CH:24]=[CH:25][CH:26]=3)[C:12]=2[C:13]2[O:14][CH:15]=[C:16]([CH:18]([OH:20])[CH3:19])[N:17]=2)[CH:6]=[CH:5][CH:4]=[CH:3][CH:2]=1. The catalyst class is: 5.